From a dataset of Full USPTO retrosynthesis dataset with 1.9M reactions from patents (1976-2016). Predict the reactants needed to synthesize the given product. (1) The reactants are: [CH2:1]([O:8][C:9](=[O:20])[N:10]([CH2:17][CH:18]=C)[CH:11](C)[CH2:12][CH2:13][CH:14]=[CH2:15])[C:2]1[CH:7]=[CH:6][CH:5]=[CH:4][CH:3]=1. Given the product [CH2:1]([O:8][C:9]([N:10]1[CH2:11][CH:12]=[CH:13][CH2:14][CH2:15][CH:17]1[CH3:18])=[O:20])[C:2]1[CH:3]=[CH:4][CH:5]=[CH:6][CH:7]=1, predict the reactants needed to synthesize it. (2) Given the product [N:18]1([CH2:17][CH2:16][O:15][C@H:12]2[CH2:11][CH2:10][C@H:9]([NH2:8])[CH2:14][CH2:13]2)[CH2:19][CH2:20][CH2:21][CH2:22][CH2:23]1, predict the reactants needed to synthesize it. The reactants are: C([N:8](CC1C=CC=CC=1)[C@H:9]1[CH2:14][CH2:13][C@H:12]([O:15][CH2:16][CH2:17][N:18]2[CH2:23][CH2:22][CH2:21][CH2:20][CH2:19]2)[CH2:11][CH2:10]1)C1C=CC=CC=1.[H][H].